This data is from Full USPTO retrosynthesis dataset with 1.9M reactions from patents (1976-2016). The task is: Predict the reactants needed to synthesize the given product. Given the product [OH:1][CH2:2][CH2:3][O:4][CH:5]([C:6]1[CH:7]=[CH:8][C:9]([N:12]2[CH:16]=[CH:15][C:14]([CH:17]([C:19]3[CH:28]=[CH:27][C:22]4[NH:23][C:24](=[O:26])[S:25][C:21]=4[CH:20]=3)[CH3:18])=[N:13]2)=[N:10][CH:11]=1)[CH3:30], predict the reactants needed to synthesize it. The reactants are: [OH:1][CH:2](C)[CH2:3][O:4][CH2:5][C:6]1[CH:7]=[CH:8][C:9]([N:12]2[CH:16]=[CH:15][C:14]([CH:17]([C:19]3[CH:28]=[CH:27][C:22]4[NH:23][C:24](=[O:26])[S:25][C:21]=4[CH:20]=3)[CH3:18])=[N:13]2)=[N:10][CH:11]=1.[CH3:30]CO.C(#N)C.